This data is from Full USPTO retrosynthesis dataset with 1.9M reactions from patents (1976-2016). The task is: Predict the reactants needed to synthesize the given product. (1) Given the product [CH3:1][C:2]1[C:3]([CH2:7][NH:8][C:18]([NH2:17])=[S:19])=[N:4][O:5][N:6]=1, predict the reactants needed to synthesize it. The reactants are: [CH3:1][C:2]1[C:3]([CH2:7][NH2:8])=[N:4][O:5][N:6]=1.C([N:17]=[C:18]=[S:19])(=O)C1C=CC=CC=1.N. (2) Given the product [CH2:13]([C:12]1[C:16]([CH2:19][CH2:20][CH2:21][CH2:22][CH2:23][CH2:24][CH2:25][CH3:26])=[C:17]([NH2:18])[N:8]2[N:9]=[CH:10][N:11]=[C:7]2[N:6]=1)[CH3:14], predict the reactants needed to synthesize it. The reactants are: ClS(O)(=O)=O.[NH2:6][C:7]1[N:11]=[CH:10][NH:9][N:8]=1.[C:12]([CH:16]([CH2:19][CH2:20][CH2:21][CH2:22][CH2:23][CH2:24][CH2:25][CH3:26])[C:17]#[N:18])(=O)[CH2:13][CH3:14]. (3) The reactants are: [CH:1]1([NH:6][CH2:7][C:8]2[S:9][CH:10]=[CH:11][CH:12]=2)[CH2:5][CH2:4][CH2:3][CH2:2]1.[Cl:13][C:14](Cl)([O:16]C(=O)OC(Cl)(Cl)Cl)Cl. Given the product [CH:1]1([N:6]([CH2:7][C:8]2[S:9][CH:10]=[CH:11][CH:12]=2)[C:14]([Cl:13])=[O:16])[CH2:2][CH2:3][CH2:4][CH2:5]1, predict the reactants needed to synthesize it. (4) Given the product [Br:25][CH2:26][CH2:27][O:23][C:20]1[CH:21]=[CH:22][C:17]([C:14]2[N:13]=[C:12]([C:4]3[CH:5]=[CH:6][C:7]([O:8][CH:9]([CH3:10])[CH3:11])=[C:2]([Cl:1])[CH:3]=3)[O:16][N:15]=2)=[C:18]([CH3:24])[CH:19]=1, predict the reactants needed to synthesize it. The reactants are: [Cl:1][C:2]1[CH:3]=[C:4]([C:12]2[O:16][N:15]=[C:14]([C:17]3[CH:22]=[CH:21][C:20]([OH:23])=[CH:19][C:18]=3[CH3:24])[N:13]=2)[CH:5]=[CH:6][C:7]=1[O:8][CH:9]([CH3:11])[CH3:10].[Br:25][CH2:26][CH2:27]Br.C(=O)([O-])[O-].[K+].[K+]. (5) Given the product [CH:3]1[N:7]=[CH:6][N:5]([CH2:8][C:9]([P:11]([O-:14])([OH:13])=[O:12])([P:15]([O-:17])([OH:18])=[O:16])[OH:10])[CH:4]=1.[OH2:22].[OH2:1].[OH2:10].[OH2:10].[Na+:2].[Na+:2], predict the reactants needed to synthesize it. The reactants are: [OH-:1].[Na+:2].[CH:3]1[N:7]=[CH:6][N:5]([CH2:8][C:9]([P:15]([OH:18])([OH:17])=[O:16])([P:11]([OH:14])([OH:13])=[O:12])[OH:10])[CH:4]=1.CC([OH:22])C. (6) The reactants are: C([O:4][CH2:5][C@@H:6]1[C@@H:11]([O:12]C(=O)C)[C@H:10]([OH:16])[C@H:9]([OH:17])[C@@H:8]([C:18]2[CH:23]=[CH:22][C:21]([C@@H:24]3[C@@H:29]([OH:30])[C@@H:28]([OH:31])[C@H:27]([O:32]C(=O)C)[C@@H:26]([CH2:36][O:37]C(=O)C)[O:25]3)=[CH:20][CH:19]=2)[O:7]1)(=O)C.CO[Na]. Given the product [OH:37][CH2:36][C@@H:26]1[C@@H:27]([OH:32])[C@H:28]([OH:31])[C@H:29]([OH:30])[C@@H:24]([C:21]2[CH:20]=[CH:19][C:18]([C@@H:8]3[C@@H:9]([OH:17])[C@@H:10]([OH:16])[C@H:11]([OH:12])[C@@H:6]([CH2:5][OH:4])[O:7]3)=[CH:23][CH:22]=2)[O:25]1, predict the reactants needed to synthesize it.